This data is from Full USPTO retrosynthesis dataset with 1.9M reactions from patents (1976-2016). The task is: Predict the reactants needed to synthesize the given product. (1) Given the product [NH:31]1[C:40]2[CH2:39][CH2:38][N:37]([C:26]([C:22]3[N:23]=[CH:24][N:25]=[C:20]([N:17]4[CH2:18][CH2:19][CH:14]([N:10]5[CH2:9][CH2:8][C:7]6[CH:29]=[C:3]([O:2][CH3:1])[CH:4]=[CH:5][C:6]=6[NH:12][C:11]5=[O:13])[CH2:15][CH2:16]4)[CH:21]=3)=[O:28])[CH2:36][CH2:35][C:34]=2[CH:33]=[N:32]1, predict the reactants needed to synthesize it. The reactants are: [CH3:1][O:2][C:3]1[CH:4]=[CH:5][C:6]2[NH:12][C:11](=[O:13])[N:10]([CH:14]3[CH2:19][CH2:18][N:17]([C:20]4[N:25]=[CH:24][N:23]=[C:22]([C:26]([OH:28])=O)[CH:21]=4)[CH2:16][CH2:15]3)[CH2:9][CH2:8][C:7]=2[CH:29]=1.Cl.[NH:31]1[C:40]2[CH2:39][CH2:38][NH:37][CH2:36][CH2:35][C:34]=2[CH:33]=[N:32]1.CN(C(ON1N=NC2C=CC=NC1=2)=[N+](C)C)C.F[P-](F)(F)(F)(F)F. (2) Given the product [CH2:16]([O:10][CH:7]([CH2:8][O:9][CH2:31][CH2:30][CH2:29][CH2:28][CH2:27][CH2:26][CH2:25][CH2:24][CH2:23][CH2:22][CH2:21][CH2:20][CH2:19][CH2:18][CH2:17][CH3:16])[CH2:6][N:1]1[CH2:5][CH2:4][CH2:3][CH2:2]1)[CH2:17][CH2:18][CH2:19][CH2:20][CH2:21][CH2:22][CH2:23][CH2:24][CH2:25][CH2:26][CH2:27][CH2:28][CH2:29][CH2:30][CH3:31], predict the reactants needed to synthesize it. The reactants are: [N:1]1([CH2:6][CH:7]([OH:10])[CH2:8][OH:9])[CH2:5][CH2:4][CH2:3][CH2:2]1.CS(O[CH2:16][CH2:17][CH2:18][CH2:19][CH2:20][CH2:21][CH2:22][CH2:23][CH2:24][CH2:25][CH2:26][CH2:27][CH2:28][CH2:29][CH2:30][CH3:31])(=O)=O. (3) Given the product [ClH:1].[NH2:2][C@H:3]1[CH2:7][CH2:6][CH2:5][C@@H:4]1[NH:8][C:9](=[O:22])[C:10]1[CH:15]=[CH:14][CH:13]=[CH:12][C:11]=1[N:38]1[N:39]=[CH:40][CH:41]=[N:37]1, predict the reactants needed to synthesize it. The reactants are: [ClH:1].[NH2:2][C@H:3]1[CH2:7][CH2:6][CH2:5][C@@H:4]1[NH:8][C:9](=[O:22])[C:10]1[CH:15]=[CH:14][CH:13]=[CH:12][C:11]=1C1ON=C(C)N=1.N[C@H]1CCC[C@@H]1NC(=O)OC(C)(C)C.[N:37]1[N:38](C2C=CC=CC=2C(O)=O)[N:39]=[CH:40][CH:41]=1. (4) Given the product [C:1]([O:5][C:6](=[O:26])[NH:7][CH:8]([C:18]1[CH:23]=[CH:22][C:21]([Cl:24])=[C:20]([Cl:25])[CH:19]=1)[C:9]([C:11]1[CH:12]=[C:13]([C:35]2[CH:34]=[CH:33][CH:32]=[C:31]([S:28]([CH3:27])(=[O:30])=[O:29])[CH:36]=2)[CH:14]=[CH:15][CH:16]=1)=[O:10])([CH3:4])([CH3:3])[CH3:2], predict the reactants needed to synthesize it. The reactants are: [C:1]([O:5][C:6](=[O:26])[NH:7][CH:8]([C:18]1[CH:23]=[CH:22][C:21]([Cl:24])=[C:20]([Cl:25])[CH:19]=1)[C:9]([C:11]1[CH:16]=[CH:15][CH:14]=[C:13](Br)[CH:12]=1)=[O:10])([CH3:4])([CH3:3])[CH3:2].[CH3:27][S:28]([C:31]1[CH:32]=[C:33](B(O)O)[CH:34]=[CH:35][CH:36]=1)(=[O:30])=[O:29].